Dataset: Forward reaction prediction with 1.9M reactions from USPTO patents (1976-2016). Task: Predict the product of the given reaction. Given the reactants [CH2:1]([S:4](Cl)(=[O:6])=[O:5])[CH2:2]C.[OH:8][C:9]([C:13]1[CH:18]=[CH:17][C:16]([N+:19]([O-:21])=[O:20])=[CH:15][CH:14]=1)([CH3:12])[CH2:10][NH2:11].[CH2:22]1CCN2C(=NCCC2)CC1, predict the reaction product. The product is: [OH:8][C:9]([C:13]1[CH:18]=[CH:17][C:16]([N+:19]([O-:21])=[O:20])=[CH:15][CH:14]=1)([CH3:12])[CH2:10][NH:11][S:4]([CH:1]([CH3:2])[CH3:22])(=[O:5])=[O:6].